From a dataset of Full USPTO retrosynthesis dataset with 1.9M reactions from patents (1976-2016). Predict the reactants needed to synthesize the given product. (1) The reactants are: C1(C)C=CC(S([CH:10](O)[C@H:11]2[O:15][C@@H:14]([N:16]3[C:25]4[N:24]=[CH:23][N:22]=[C:20]([NH2:21])[C:19]=4[N:18]=[CH:17]3)[CH2:13][C@@H:12]2[OH:26])(=O)=O)=CC=1.C1(C)C(S(C(O)[C@H]2O[C@@H](N3C4N=CN=C(N)C=4N=C3)C[C@@H]2O)(=O)=O)=CC=CC=1.[N-:57]=[N+:58]=[N-:59].[Na+].C(Cl)Cl. Given the product [N:57]([CH2:10][C@H:11]1[O:15][C@@H:14]([N:16]2[C:25]3[N:24]=[CH:23][N:22]=[C:20]([NH2:21])[C:19]=3[N:18]=[CH:17]2)[CH2:13][C@@H:12]1[OH:26])=[N+:58]=[N-:59], predict the reactants needed to synthesize it. (2) Given the product [CH:1]1([NH:6][S:7]([C:10]2[C:18]3[N:17]=[C:16]([S:19]([CH3:21])(=[O:37])=[O:20])[NH:15][C:14]=3[CH:13]=[C:12]([C:22]3[C:23]([CH3:28])=[N:24][O:25][C:26]=3[CH3:27])[CH:11]=2)(=[O:9])=[O:8])[CH2:2][CH2:3][CH2:4][CH2:5]1, predict the reactants needed to synthesize it. The reactants are: [CH:1]1([NH:6][S:7]([C:10]2[C:18]3[N:17]=[C:16]([S:19]([CH3:21])=[O:20])[NH:15][C:14]=3[CH:13]=[C:12]([C:22]3[C:23]([CH3:28])=[N:24][O:25][C:26]=3[CH3:27])[CH:11]=2)(=[O:9])=[O:8])[CH2:5][CH2:4][CH2:3][CH2:2]1.C1C=C(Cl)C=C(C(OO)=[O:37])C=1.OO. (3) Given the product [CH3:1][O:2][C:3]1[CH:4]=[C:5]([CH:13]([C:14]2[CH:15]=[N:16][CH:17]=[CH:18][CH:19]=2)[OH:20])[CH:6]=[CH:7][C:8]=1[O:9][CH3:10], predict the reactants needed to synthesize it. The reactants are: [CH3:1][O:2][C:3]1[CH:4]=[C:5]([Mg]Br)[CH:6]=[CH:7][C:8]=1[O:9][CH3:10].[CH:13](=[O:20])[C:14]1[CH:19]=[CH:18][CH:17]=[N:16][CH:15]=1.